This data is from Reaction yield outcomes from USPTO patents with 853,638 reactions. The task is: Predict the reaction yield, written as a fraction of the theoretical maximum amount of product (1.0 means a 100% yield; for example, 0.34 means a 34% yield). (1) The reactants are Cl[C:2]1[CH:7]=[C:6]([C:8]#[N:9])[CH:5]=[CH:4][N:3]=1.O.[NH2:11][NH2:12].C1COCC1. The catalyst is C(O)CCC. The product is [NH:11]([C:2]1[CH:7]=[C:6]([C:8]#[N:9])[CH:5]=[CH:4][N:3]=1)[NH2:12]. The yield is 0.180. (2) The reactants are Cl[C:2]1[C:19]2[C:6](=[CH:7][C:8]3[C:17]([CH:18]=2)=[CH:16][C:15]2[C:10](=[C:11](Cl)[N:12]=[CH:13][CH:14]=2)[CH:9]=3)[CH:5]=[CH:4][N:3]=1.[C:21]1([Mg]Br)[CH:26]=[CH:25][CH:24]=[CH:23][CH:22]=1. The catalyst is O1CCOCC1.C(OCC)(=O)C. The product is [C:21]1([C:2]2[C:19]3[C:6](=[CH:7][C:8]4[C:17]([CH:18]=3)=[CH:16][C:15]3[C:10](=[C:11]([C:6]5[CH:19]=[CH:18][CH:17]=[CH:8][CH:7]=5)[N:12]=[CH:13][CH:14]=3)[CH:9]=4)[CH:5]=[CH:4][N:3]=2)[CH:26]=[CH:25][CH:24]=[CH:23][CH:22]=1. The yield is 0.880. (3) The reactants are [CH2:1]([C:3]1[CH:21]=[CH:20][C:6]([O:7][C:8]2[CH:13]=[CH:12][C:11]([C:14]3[O:15][C:16](=[O:19])[CH2:17][N:18]=3)=[CH:10][CH:9]=2)=[CH:5][CH:4]=1)[CH3:2].[CH:22]([O:25][C:26]1[CH:33]=[CH:32][C:29]([CH:30]=O)=[CH:28][CH:27]=1)([CH3:24])[CH3:23].C(N(CC)CC)C.O. The catalyst is C1C=CC=CC=1. The product is [CH2:1]([C:3]1[CH:21]=[CH:20][C:6]([O:7][C:8]2[CH:9]=[CH:10][C:11]([C:14]3[O:15][C:16](=[O:19])/[C:17](=[CH:30]/[C:29]4[CH:32]=[CH:33][C:26]([O:25][CH:22]([CH3:24])[CH3:23])=[CH:27][CH:28]=4)/[N:18]=3)=[CH:12][CH:13]=2)=[CH:5][CH:4]=1)[CH3:2]. The yield is 0.990.